Dataset: Forward reaction prediction with 1.9M reactions from USPTO patents (1976-2016). Task: Predict the product of the given reaction. Given the reactants [Cl:1][C:2]1[CH:3]=[CH:4][C:5]([O:29][CH:30]([F:32])[F:31])=[C:6]([C:8]2[C:12]([NH:13][C:14]([C:16]3[CH:17]=[N:18][N:19]4[CH:24]=[CH:23][CH:22]=[N:21][C:20]=34)=[O:15])=[CH:11][N:10]([CH2:25][C:26](O)=[O:27])[N:9]=2)[CH:7]=1.Cl.[NH:34]1[CH2:39][CH2:38][CH:37]([C:40]([O:42][CH2:43][CH2:44][N:45]2[CH2:50][CH2:49][O:48][CH2:47][CH2:46]2)=[O:41])[CH2:36][CH2:35]1.CCN(C(C)C)C(C)C.CN(C(ON1N=NC2C=CC=NC1=2)=[N+](C)C)C.F[P-](F)(F)(F)(F)F, predict the reaction product. The product is: [Cl:1][C:2]1[CH:3]=[CH:4][C:5]([O:29][CH:30]([F:32])[F:31])=[C:6]([C:8]2[C:12]([NH:13][C:14]([C:16]3[CH:17]=[N:18][N:19]4[CH:24]=[CH:23][CH:22]=[N:21][C:20]=34)=[O:15])=[CH:11][N:10]([CH2:25][C:26]([N:34]3[CH2:35][CH2:36][CH:37]([C:40]([O:42][CH2:43][CH2:44][N:45]4[CH2:50][CH2:49][O:48][CH2:47][CH2:46]4)=[O:41])[CH2:38][CH2:39]3)=[O:27])[N:9]=2)[CH:7]=1.